Dataset: Full USPTO retrosynthesis dataset with 1.9M reactions from patents (1976-2016). Task: Predict the reactants needed to synthesize the given product. (1) Given the product [Cl:1][C:2]1[N:3]=[C:4]([C:17]2[CH2:18][CH2:19][N:20]([C:24]3[C:29]([C:30]([F:33])([F:32])[F:31])=[CH:28][CH:27]=[CH:26][N:25]=3)[CH2:21][CH:22]=2)[NH:5][C:6]=1[C:7]1[CH:12]=[CH:11][C:10]([C:13]([F:14])([F:15])[F:16])=[CH:9][CH:8]=1, predict the reactants needed to synthesize it. The reactants are: [Cl:1][C:2]1[N:3]=[C:4]([C:17]2[CH2:18][CH2:19][NH:20][CH2:21][CH:22]=2)[NH:5][C:6]=1[C:7]1[CH:12]=[CH:11][C:10]([C:13]([F:16])([F:15])[F:14])=[CH:9][CH:8]=1.Cl[C:24]1[C:29]([C:30]([F:33])([F:32])[F:31])=[CH:28][CH:27]=[CH:26][N:25]=1. (2) Given the product [Cl:14][C:11]1[CH:12]=[CH:13][C:8]([C:7]2[N:3]([CH2:2][CH3:1])[C:4]([CH3:72])=[C:5]([C:69]([O:71][CH2:74][CH2:75][P:76](=[O:77])([OH:81])[OH:79])=[O:70])[C:6]=2[C:15]2[CH:20]=[CH:19][CH:18]=[C:17]([N:21]3[CH2:22][CH2:23][N:24]([C:27]4[CH:28]=[CH:29][C:30]([NH:33][S:34]([C:37]5[CH:42]=[CH:41][C:40]([NH:43][C@H:44]([CH2:45][CH2:46][N:47]6[CH2:48][CH2:49][CH:50]([OH:53])[CH2:51][CH2:52]6)[CH2:54][S:55][C:56]6[CH:57]=[CH:58][CH:59]=[CH:60][CH:61]=6)=[C:39]([S:62]([C:65]([F:66])([F:67])[F:68])(=[O:63])=[O:64])[CH:38]=5)(=[O:36])=[O:35])=[CH:31][CH:32]=4)[CH2:25][CH2:26]3)[CH:16]=2)=[CH:9][CH:10]=1, predict the reactants needed to synthesize it. The reactants are: [CH3:1][CH2:2][N:3]1[C:7]([C:8]2[CH:13]=[CH:12][C:11]([Cl:14])=[CH:10][CH:9]=2)=[C:6]([C:15]2[CH:20]=[CH:19][CH:18]=[C:17]([N:21]3[CH2:26][CH2:25][N:24]([C:27]4[CH:32]=[CH:31][C:30]([NH:33][S:34]([C:37]5[CH:42]=[CH:41][C:40]([NH:43][C@@H:44]([CH2:54][S:55][C:56]6[CH:61]=[CH:60][CH:59]=[CH:58][CH:57]=6)[CH2:45][CH2:46][N:47]6[CH2:52][CH2:51][CH:50]([OH:53])[CH2:49][CH2:48]6)=[C:39]([S:62]([C:65]([F:68])([F:67])[F:66])(=[O:64])=[O:63])[CH:38]=5)(=[O:36])=[O:35])=[CH:29][CH:28]=4)[CH2:23][CH2:22]3)[CH:16]=2)[C:5]([C:69]([OH:71])=[O:70])=[C:4]1[CH3:72].O[CH2:74][CH2:75][P:76](=[O:81])([O:79]C)[O:77]C. (3) Given the product [I:19][CH2:2][O:3][C:4](=[O:18])[C@H:5]([C@H:14]([CH2:16][CH3:17])[CH3:15])[NH:6][C:7]([O:9][C:10]([CH3:13])([CH3:12])[CH3:11])=[O:8], predict the reactants needed to synthesize it. The reactants are: Cl[CH2:2][O:3][C:4](=[O:18])[C@H:5]([C@H:14]([CH2:16][CH3:17])[CH3:15])[NH:6][C:7]([O:9][C:10]([CH3:13])([CH3:12])[CH3:11])=[O:8].[I-:19].[Na+]. (4) The reactants are: [CH3:1][O:2][CH2:3][CH2:4][CH2:5][O:6][C:7]1[CH:8]=[C:9]([CH:22]=[CH:23][C:24]=1[O:25][CH3:26])[CH2:10][C@H:11]([CH:19]([CH3:21])[CH3:20])[CH2:12][C@H:13]([NH2:18])[C:14]([O:16][CH3:17])=[O:15].[CH3:27][C:28]([O:31][C:32](O[C:32]([O:31][C:28]([CH3:30])([CH3:29])[CH3:27])=[O:33])=[O:33])([CH3:30])[CH3:29]. Given the product [CH3:17][O:16][C:14]([C@@H:13]([NH:18][C:32](=[O:33])[O:31][C:28]([CH3:30])([CH3:29])[CH3:27])[CH2:12][C@H:11]([CH2:10][C:9]1[CH:22]=[CH:23][C:24]([O:25][CH3:26])=[C:7]([O:6][CH2:5][CH2:4][CH2:3][O:2][CH3:1])[CH:8]=1)[CH:19]([CH3:21])[CH3:20])=[O:15], predict the reactants needed to synthesize it. (5) Given the product [C:3]([C@@:5]([C@H:10]([C:21]1[CH:26]=[CH:25][CH:24]=[CH:23][C:22]=1[O:27][CH3:28])[C:11]1[C:20]2[C:15](=[CH:16][CH:17]=[CH:18][CH:19]=2)[CH:14]=[CH:13][CH:12]=1)([CH2:31][CH2:32][N:33]1[CH2:38][CH2:37][O:36][CH2:35][CH2:34]1)[C:6]([O:8][CH3:9])=[O:7])#[N:4], predict the reactants needed to synthesize it. The reactants are: [H-].[Na+].[C:3]([CH:5]([CH:10]([C:21]1[CH:26]=[CH:25][CH:24]=[CH:23][C:22]=1[O:27][CH3:28])[C:11]1[C:20]2[C:15](=[CH:16][CH:17]=[CH:18][CH:19]=2)[CH:14]=[CH:13][CH:12]=1)[C:6]([O:8][CH3:9])=[O:7])#[N:4].Cl.Cl[CH2:31][CH2:32][N:33]1[CH2:38][CH2:37][O:36][CH2:35][CH2:34]1.Cl. (6) Given the product [OH:21][N:20]=[C:2]1[CH:9]2[CH2:10][C:5]3([NH:12][C:13](=[O:19])[O:14][C:15]([CH3:18])([CH3:17])[CH3:16])[CH2:6][CH:7]([CH2:11][CH:3]1[CH2:4]3)[CH2:8]2, predict the reactants needed to synthesize it. The reactants are: O=[C:2]1[CH:9]2[CH2:10][C:5]3([NH:12][C:13](=[O:19])[O:14][C:15]([CH3:18])([CH3:17])[CH3:16])[CH2:6][CH:7]([CH2:11][CH:3]1[CH2:4]3)[CH2:8]2.[NH2:20][OH:21].Cl.[OH-].[Na+]. (7) Given the product [N+:1]([C:4]1[CH:13]=[CH:12][C:7]2[N:8]([CH2:20][C:21]3[CH:22]=[N:23][CH:24]=[CH:25][CH:26]=3)[CH:9]=[CH:10][O:11][C:6]=2[CH:5]=1)([O-:3])=[O:2], predict the reactants needed to synthesize it. The reactants are: [N+:1]([C:4]1[CH:13]=[CH:12][C:7]2[N:8]=[CH:9][CH2:10][O:11][C:6]=2[CH:5]=1)([O-:3])=[O:2].[Cl-].[NH4+].[OH-].[Na+].Br.Br[CH2:20][C:21]1[CH:22]=[N:23][CH:24]=[CH:25][CH:26]=1. (8) Given the product [Cl:1][C:2]1[CH:3]=[CH:4][C:5]([C:8]2[N:9]([C:10]3[CH:15]=[CH:14][C:13]([S:16]([CH3:19])(=[O:17])=[O:18])=[CH:12][CH:11]=3)[CH:38]=[C:39]([C:32]3[CH:33]=[CH:34][C:29]([O:28][C:27]([F:37])([F:36])[F:26])=[CH:30][CH:31]=3)[N:20]=2)=[CH:6][CH:7]=1, predict the reactants needed to synthesize it. The reactants are: [Cl:1][C:2]1[CH:7]=[CH:6][C:5]([C:8](=[NH:20])[NH:9][C:10]2[CH:15]=[CH:14][C:13]([S:16]([CH3:19])(=[O:18])=[O:17])=[CH:12][CH:11]=2)=[CH:4][CH:3]=1.C(=O)(O)[O-].[Na+].[F:26][C:27]([F:37])([F:36])[O:28][C:29]1[CH:34]=[CH:33][C:32](Br)=[CH:31][CH:30]=1.[CH:38](O)(C)[CH3:39]. (9) Given the product [Cl:15][C:16]1[CH:24]=[CH:23][C:19]([C:20]([NH:1][CH:2]2[CH2:7][CH2:6][CH2:5][N:4]([C:8]([O:10][C:11]([CH3:14])([CH3:13])[CH3:12])=[O:9])[CH2:3]2)=[O:21])=[CH:18][CH:17]=1, predict the reactants needed to synthesize it. The reactants are: [NH2:1][CH:2]1[CH2:7][CH2:6][CH2:5][N:4]([C:8]([O:10][C:11]([CH3:14])([CH3:13])[CH3:12])=[O:9])[CH2:3]1.[Cl:15][C:16]1[CH:24]=[CH:23][C:19]([C:20](O)=[O:21])=[CH:18][CH:17]=1.C(N(C(C)C)CC)(C)C.Cl.C(N=C=NCCCN(C)C)C.